From a dataset of Catalyst prediction with 721,799 reactions and 888 catalyst types from USPTO. Predict which catalyst facilitates the given reaction. (1) Reactant: C[Si](C)(C)CCOC[N:7]1[C:11]2[CH:12]=[CH:13][CH:14]=[CH:15][C:10]=2[N:9]=[C:8]1[C:16]1[O:17][C:18]2[CH:24]=[C:23]([C:25]3[CH:26]=[C:27]([OH:31])[CH:28]=[N:29][CH:30]=3)[CH:22]=[CH:21][C:19]=2[N:20]=1.FC(F)(F)C(O)=O. Product: [NH:7]1[C:11]2[CH:12]=[CH:13][CH:14]=[CH:15][C:10]=2[N:9]=[C:8]1[C:16]1[O:17][C:18]2[CH:24]=[C:23]([C:25]3[CH:26]=[C:27]([OH:31])[CH:28]=[N:29][CH:30]=3)[CH:22]=[CH:21][C:19]=2[N:20]=1. The catalyst class is: 4. (2) Reactant: Cl.[F:2][C:3]([F:11])([F:10])[C@@H:4]([C:6]([O:8][CH3:9])=[O:7])[NH2:5].C(N(CC)CC)C.[C:19]([O:23][C:24](O[C:24]([O:23][C:19]([CH3:22])([CH3:21])[CH3:20])=[O:25])=[O:25])([CH3:22])([CH3:21])[CH3:20].[Cl-].[NH4+]. Product: [CH3:9][O:8][C:6](=[O:7])[CH:4]([NH:5][C:24]([O:23][C:19]([CH3:22])([CH3:21])[CH3:20])=[O:25])[C:3]([F:11])([F:10])[F:2]. The catalyst class is: 96. (3) Reactant: [CH3:1][C:2]([CH3:5])([O-])[CH3:3].[K+].[Cl:7][C:8]1[N:9]=[N:10][C:11]([Cl:15])=[CH:12][C:13]=1[NH2:14].BrCC(C)=C. Product: [Cl:7][C:8]1[N:9]=[N:10][C:11]([Cl:15])=[CH:12][C:13]=1[NH:14][CH2:1][C:2]([CH3:5])=[CH2:3]. The catalyst class is: 1. (4) Reactant: [C:1]([N:5]1[C:9]([C:10]2[CH:15]=[CH:14][C:13]([O:16][CH3:17])=[CH:12][CH:11]=2)=[C:8]([C:18]2[N:19]=[C:20]([CH2:23][C:24]([OH:26])=O)[S:21][CH:22]=2)[CH:7]=[N:6]1)([CH3:4])([CH3:3])[CH3:2].CN(C(ON1N=NC2C=CC=NC1=2)=[N+](C)C)C.F[P-](F)(F)(F)(F)F.CCN(C(C)C)C(C)C.[O:60]1[CH2:65][CH2:64][CH:63]([CH2:66][NH2:67])[CH2:62][CH2:61]1. Product: [C:1]([N:5]1[C:9]([C:10]2[CH:11]=[CH:12][C:13]([O:16][CH3:17])=[CH:14][CH:15]=2)=[C:8]([C:18]2[N:19]=[C:20]([CH2:23][C:24]([NH:67][CH2:66][CH:63]3[CH2:64][CH2:65][O:60][CH2:61][CH2:62]3)=[O:26])[S:21][CH:22]=2)[CH:7]=[N:6]1)([CH3:3])([CH3:4])[CH3:2]. The catalyst class is: 18. (5) Reactant: [CH:1]1([C:4]([NH:6][C:7]2[S:8][C:9]3[CH:15]=[C:14]([O:16][S:17]([C:20]4[CH:25]=[CH:24][C:23](F)=[CH:22][CH:21]=4)(=[O:19])=[O:18])[CH:13]=[CH:12][C:10]=3[N:11]=2)=[O:5])[CH2:3][CH2:2]1.[CH3:27][C:28]1([CH3:38])[N:33]([O])[C:32]([CH3:36])([CH3:35])[CH2:31][CH:30]([NH2:37])[CH2:29]1.C(=O)([O-])[O-:40].[Cs+].[Cs+]. Product: [CH:1]1([C:4]([NH:6][C:7]2[S:8][C:9]3[CH:15]=[C:14]([O:16][S:17]([C:20]4[CH:25]=[CH:24][C:23]([NH:37][CH:30]5[CH2:29][C:28]([CH3:38])([CH3:27])[N:33]([OH:40])[C:32]([CH3:36])([CH3:35])[CH2:31]5)=[CH:22][CH:21]=4)(=[O:19])=[O:18])[CH:13]=[CH:12][C:10]=3[N:11]=2)=[O:5])[CH2:3][CH2:2]1. The catalyst class is: 58. (6) Reactant: [F:1][C:2]1[CH:28]=[CH:27][C:5]([CH2:6][N:7]2[C:15]3[C:10](=[N:11][CH:12]=[CH:13][CH:14]=3)[C:9]([C:16]([O:18]CC3C=CC(F)=CC=3)=[O:17])=[CH:8]2)=[CH:4][CH:3]=1.O.[OH-].[Li+]. Product: [F:1][C:2]1[CH:3]=[CH:4][C:5]([CH2:6][N:7]2[C:15]3[C:10](=[N:11][CH:12]=[CH:13][CH:14]=3)[C:9]([C:16]([OH:18])=[O:17])=[CH:8]2)=[CH:27][CH:28]=1. The catalyst class is: 20.